Dataset: Full USPTO retrosynthesis dataset with 1.9M reactions from patents (1976-2016). Task: Predict the reactants needed to synthesize the given product. (1) The reactants are: [NH2:1][C:2]1[CH:13]=[CH:12][C:5]2[NH:6][C:7](=[O:11])[CH2:8][CH2:9][CH2:10][C:4]=2[C:3]=1[O:14][CH3:15].Cl[C:17]1[N:22]=[C:21]([NH:23][C:24]2[CH:29]=[CH:28][C:27]([N:30]3[CH2:35][CH2:34][O:33][CH2:32][CH2:31]3)=[CH:26][C:25]=2[O:36][CH3:37])[C:20]([Cl:38])=[CH:19][N:18]=1.Cl.COCCO. Given the product [Cl:38][C:20]1[C:21]([NH:23][C:24]2[CH:29]=[CH:28][C:27]([N:30]3[CH2:31][CH2:32][O:33][CH2:34][CH2:35]3)=[CH:26][C:25]=2[O:36][CH3:37])=[N:22][C:17]([NH:1][C:2]2[CH:13]=[CH:12][C:5]3[NH:6][C:7](=[O:11])[CH2:8][CH2:9][CH2:10][C:4]=3[C:3]=2[O:14][CH3:15])=[N:18][CH:19]=1, predict the reactants needed to synthesize it. (2) Given the product [NH2:1][C:2](=[O:36])[C:3]([NH:6][C:7](=[O:35])[C:8]1[CH:13]=[CH:12][CH:11]=[C:10]([C:14]2[C:23]3[C:18](=[CH:19][C:20]([S:29]([CH2:31][CH3:32])(=[O:38])=[O:30])=[C:21]4[O:26][C:25]([CH3:27])([CH3:28])[CH2:24][C:22]4=3)[CH2:17][C:16]([CH3:34])([CH3:33])[N:15]=2)[CH:9]=1)([CH3:5])[CH3:4], predict the reactants needed to synthesize it. The reactants are: [NH2:1][C:2](=[O:36])[C:3]([NH:6][C:7](=[O:35])[C:8]1[CH:13]=[CH:12][CH:11]=[C:10]([C:14]2[C:23]3[C:18](=[CH:19][C:20]([S:29]([CH2:31][CH3:32])=[O:30])=[C:21]4[O:26][C:25]([CH3:28])([CH3:27])[CH2:24][C:22]4=3)[CH2:17][C:16]([CH3:34])([CH3:33])[N:15]=2)[CH:9]=1)([CH3:5])[CH3:4].I([O-])(=O)(=O)=[O:38].[Na+]. (3) Given the product [F:25][C:26]1[CH:31]=[CH:30][CH:29]=[C:28]([F:32])[C:27]=1[S:33]([N:12]1[C:13]2[C:9](=[C:8]3[CH:2]([CH3:1])[N:3]([C:16]([O:18][C:19]([CH3:21])([CH3:20])[CH3:22])=[O:17])[CH2:4][CH2:5][O:6][C:7]3=[CH:15][CH:14]=2)[CH:10]=[CH:11]1)(=[O:35])=[O:34], predict the reactants needed to synthesize it. The reactants are: [CH3:1][CH:2]1[C:8]2=[C:9]3[C:13](=[CH:14][CH:15]=[C:7]2[O:6][CH2:5][CH2:4][N:3]1[C:16]([O:18][C:19]([CH3:22])([CH3:21])[CH3:20])=[O:17])[NH:12][CH:11]=[CH:10]3.[H-].[Na+].[F:25][C:26]1[CH:31]=[CH:30][CH:29]=[C:28]([F:32])[C:27]=1[S:33](Cl)(=[O:35])=[O:34]. (4) Given the product [CH3:63][N:61]([CH3:62])[C@H:57]([C:55]([NH:54][C@H:50]([C:48]([N:46]([C@@H:16]([C@@H:14]([CH3:15])[CH2:13][CH3:12])[C@H:17]([O:44][CH3:45])[CH2:18][C:19]([N:21]1[CH2:22][CH2:23][CH2:24][C@H:25]1[C@H:26]([O:42][CH3:43])[C@@H:27]([CH3:28])[C:29]([NH:31][C@H:32]([CH3:33])[C:34](=[O:41])[C:35]1[CH:36]=[CH:37][CH:38]=[CH:39][CH:40]=1)=[O:30])=[O:20])[CH3:47])=[O:49])[CH:51]([CH3:53])[CH3:52])=[O:56])[CH:58]([CH3:60])[CH3:59], predict the reactants needed to synthesize it. The reactants are: [Cr](Cl)([O-])(=O)=O.[NH+]1C=CC=CC=1.[CH3:12][CH2:13][C@@H:14]([C@H:16]([N:46]([C:48]([C@@H:50]([NH:54][C:55]([C@@H:57]([N:61]([CH3:63])[CH3:62])[CH:58]([CH3:60])[CH3:59])=[O:56])[CH:51]([CH3:53])[CH3:52])=[O:49])[CH3:47])[C@H:17]([O:44][CH3:45])[CH2:18][C:19]([N:21]1[C@H:25]([C@H:26]([O:42][CH3:43])[C@H:27]([C:29]([NH:31][C@@H:32]([C@@H:34]([OH:41])[C:35]2[CH:40]=[CH:39][CH:38]=[CH:37][CH:36]=2)[CH3:33])=[O:30])[CH3:28])[CH2:24][CH2:23][CH2:22]1)=[O:20])[CH3:15].